Task: Predict which catalyst facilitates the given reaction.. Dataset: Catalyst prediction with 721,799 reactions and 888 catalyst types from USPTO (1) Reactant: [F:1][C:2]([F:16])([F:15])[C:3]1[CH:4]=[C:5]2[C:9](=[CH:10][CH:11]=1)[NH:8][C:7]([C:12]([OH:14])=[O:13])=[CH:6]2.S(=O)(=O)(O)O.[CH3:22]O. Product: [F:16][C:2]([F:15])([F:1])[C:3]1[CH:4]=[C:5]2[C:9](=[CH:10][CH:11]=1)[NH:8][C:7]([C:12]([O:14][CH3:22])=[O:13])=[CH:6]2. The catalyst class is: 6. (2) Reactant: [CH:1]([O:4][C:5](=[O:21])[NH:6][C@@H:7]1[CH2:20][C:10]2[NH:11][C:12]3[CH:13]=[CH:14][C:15]([C:18]#[N:19])=[CH:16][C:17]=3[C:9]=2[CH2:8]1)([CH3:3])[CH3:2].C(=O)([O-])[O-].[Cs+].[Cs+].[CH3:28][O:29][C:30]1[CH:37]=[CH:36][CH:35]=[CH:34][C:31]=1[CH2:32]Cl. Product: [CH:1]([O:4][C:5](=[O:21])[NH:6][C@@H:7]1[CH2:20][C:10]2[N:11]([CH2:32][C:31]3[CH:34]=[CH:35][CH:36]=[CH:37][C:30]=3[O:29][CH3:28])[C:12]3[CH:13]=[CH:14][C:15]([C:18]#[N:19])=[CH:16][C:17]=3[C:9]=2[CH2:8]1)([CH3:3])[CH3:2]. The catalyst class is: 18. (3) The catalyst class is: 92. Reactant: [OH-].[Na+].C[O:4][C:5]([CH:7]1[CH2:12][CH2:11][N:10]([CH2:13][C:14]2[CH:15]=[CH:16][N:17]3[C:22]=2[C:21]([NH:23][C:24]2[CH:25]=[C:26]4[C:30](=[CH:31][CH:32]=2)[N:29]([CH2:33][C:34]2[CH:39]=[CH:38][CH:37]=[C:36]([F:40])[CH:35]=2)[N:28]=[CH:27]4)=[N:20][CH:19]=[N:18]3)[CH2:9][CH2:8]1)=[O:6].Cl. Product: [F:40][C:36]1[CH:35]=[C:34]([CH:39]=[CH:38][CH:37]=1)[CH2:33][N:29]1[C:30]2[C:26](=[CH:25][C:24]([NH:23][C:21]3[C:22]4=[C:14]([CH2:13][N:10]5[CH2:9][CH2:8][CH:7]([C:5]([OH:6])=[O:4])[CH2:12][CH2:11]5)[CH:15]=[CH:16][N:17]4[N:18]=[CH:19][N:20]=3)=[CH:32][CH:31]=2)[CH:27]=[N:28]1. (4) Reactant: Cl[S:2]([CH2:5][CH2:6][CH2:7][NH:8][C:9](=[O:11])[CH3:10])(=[O:4])=[O:3].[C:12]([O:16][C:17]([NH:19][CH2:20][CH2:21][CH2:22][C:23]([CH3:27])([CH3:26])[CH2:24][OH:25])=[O:18])([CH3:15])([CH3:14])[CH3:13].C(N(CC)CC)C. Product: [C:9]([NH:8][CH2:7][CH2:6][CH2:5][S:2]([O:25][CH2:24][C:23]([CH3:27])([CH3:26])[CH2:22][CH2:21][CH2:20][NH:19][C:17]([O:16][C:12]([CH3:15])([CH3:14])[CH3:13])=[O:18])(=[O:4])=[O:3])(=[O:11])[CH3:10]. The catalyst class is: 154. (5) Reactant: [CH:1]1([NH:6][C:7]2[C:12]([C:13]([OH:15])=O)=[CH:11][N:10]=[C:9]3[N:16]([CH2:19][CH3:20])[N:17]=[CH:18][C:8]=23)[CH2:5][CH2:4][CH2:3][CH2:2]1.C(Cl)CCl.C1C=CC2N(O)N=NC=2C=1.[C:35]([NH:38][NH2:39])(=[O:37])[CH3:36]. Product: [C:35]([NH:38][NH:39][C:13]([C:12]1[C:7]([NH:6][CH:1]2[CH2:2][CH2:3][CH2:4][CH2:5]2)=[C:8]2[CH:18]=[N:17][N:16]([CH2:19][CH3:20])[C:9]2=[N:10][CH:11]=1)=[O:15])(=[O:37])[CH3:36]. The catalyst class is: 3. (6) Reactant: [Cl:1][C:2]1[CH:3]=[C:4]2[C:8](=[CH:9][CH:10]=1)[N:7]([CH2:11][CH:12]([CH3:14])[CH3:13])[CH:6]=[C:5]2[C:15]1[O:16][CH:17]=[C:18]([C:20](Cl)=[O:21])[N:19]=1.CCN(CC)CC.[NH2:30][C:31]1[CH:32]=[N:33][CH:34]=[CH:35][CH:36]=1.O. Product: [Cl:1][C:2]1[CH:3]=[C:4]2[C:8](=[CH:9][CH:10]=1)[N:7]([CH2:11][CH:12]([CH3:14])[CH3:13])[CH:6]=[C:5]2[C:15]1[O:16][CH:17]=[C:18]([C:20]([NH:30][C:31]2[CH:32]=[N:33][CH:34]=[CH:35][CH:36]=2)=[O:21])[N:19]=1. The catalyst class is: 2. (7) Reactant: [CH3:1][O:2][C:3]1[CH:8]=[CH:7][C:6]([C:9]2[CH2:10][CH2:11][O:12][CH2:13][CH:14]=2)=[CH:5][CH:4]=1. Product: [CH3:1][O:2][C:3]1[CH:4]=[CH:5][C:6]([CH:9]2[CH2:14][CH2:13][O:12][CH2:11][CH2:10]2)=[CH:7][CH:8]=1. The catalyst class is: 352. (8) Product: [CH3:16][O:15][C:11]1[CH:10]=[C:9]2[C:14]([C:6]([C:4]([OH:5])=[O:3])=[C:7]([C:18]([F:20])([F:21])[F:19])[N:8]2[CH3:17])=[CH:13][CH:12]=1. The catalyst class is: 87. Reactant: C([O:3][C:4]([C:6]1[C:14]2[C:9](=[CH:10][C:11]([O:15][CH3:16])=[CH:12][CH:13]=2)[N:8]([CH3:17])[C:7]=1[C:18]([F:21])([F:20])[F:19])=[O:5])C.[OH-].[K+].Cl. (9) Reactant: [C:1]([O:5][C:6]([N:8]1[C:12]2[CH:13]=[CH:14][CH:15]=[C:16]([CH2:17]O)[C:11]=2[N:10]=[CH:9]1)=[O:7])([CH3:4])([CH3:3])[CH3:2].P(Br)(Br)[Br:20].C(Cl)Cl. Product: [C:1]([O:5][C:6]([N:8]1[C:12]2[CH:13]=[CH:14][CH:15]=[C:16]([CH2:17][Br:20])[C:11]=2[N:10]=[CH:9]1)=[O:7])([CH3:4])([CH3:3])[CH3:2]. The catalyst class is: 28.